From a dataset of Forward reaction prediction with 1.9M reactions from USPTO patents (1976-2016). Predict the product of the given reaction. (1) Given the reactants [C:1]([O:5][C:6](=[O:28])[CH2:7][N:8]1[C:16]2[C:11](=[N:12][CH:13]=[CH:14][CH:15]=2)[CH:10]=[C:9]1[CH2:17][CH2:18][CH2:19][O:20][Si](C(C)(C)C)(C)C)([CH3:4])([CH3:3])[CH3:2].[F-].C([N+](CCCC)(CCCC)CCCC)CCC.C([O-])([O-])=O.[Na+].[Na+].[Na+].[Cl-], predict the reaction product. The product is: [C:1]([O:5][C:6](=[O:28])[CH2:7][N:8]1[C:16]2[C:11](=[N:12][CH:13]=[CH:14][CH:15]=2)[CH:10]=[C:9]1[CH2:17][CH2:18][CH2:19][OH:20])([CH3:4])([CH3:2])[CH3:3]. (2) Given the reactants [NH:1](C(OCC1C2C(=CC=CC=2)C2C1=CC=CC=2)=O)[C@@H:2]([C:20](O)=[O:21])[CH2:3][C:4]1[C:12]2[C:7](=[CH:8][CH:9]=[CH:10][CH:11]=2)[N:6]([C:13]([O:15][C:16]([CH3:19])([CH3:18])[CH3:17])=[O:14])[CH:5]=1.[C:40]1([CH2:46][CH2:47][NH-:48])[CH:45]=[CH:44][CH:43]=[CH:42][CH:41]=1, predict the reaction product. The product is: [C:16]([O:15][C:13]([N:6]1[C:7]2[C:12](=[CH:11][CH:10]=[CH:9][CH:8]=2)[C:4]([CH2:3][C@@H:2]([NH2:1])[C:20](=[O:21])[NH:48][CH2:47][CH2:46][C:40]2[CH:45]=[CH:44][CH:43]=[CH:42][CH:41]=2)=[CH:5]1)=[O:14])([CH3:19])([CH3:18])[CH3:17]. (3) Given the reactants [CH2:1]1[C:10]2[C:5](=[CH:6][CH:7]=[CH:8][CH:9]=2)[CH2:4][CH2:3][CH2:2]1.[I:11]I, predict the reaction product. The product is: [I:11][C:7]1[CH:6]=[C:5]2[C:10](=[CH:9][CH:8]=1)[CH2:1][CH2:2][CH2:3][CH2:4]2. (4) Given the reactants [CH3:1][O:2][C:3]1[CH:20]=[CH:19][C:6]([CH2:7][N:8]2[CH:12]=[C:11]3[C:13](=[O:18])[CH:14]=[CH:15][CH2:16][O:17][C:10]3=[N:9]2)=[CH:5][CH:4]=1, predict the reaction product. The product is: [CH3:1][O:2][C:3]1[CH:4]=[CH:5][C:6]([CH2:7][N:8]2[CH:12]=[C:11]3[C:13](=[O:18])[CH2:14][CH2:15][CH2:16][O:17][C:10]3=[N:9]2)=[CH:19][CH:20]=1. (5) Given the reactants Cl.C[O:3][C:4]1[CH:15]=[CH:14][C:13]2[CH2:12][CH:11]3[CH2:16][CH:7]([CH2:8][NH:9][CH2:10]3)[C:6]=2[CH:5]=1.[OH-].[Na+], predict the reaction product. The product is: [CH:7]12[CH2:16][CH:11]([CH2:10][NH:9][CH2:8]1)[CH2:12][C:13]1[CH:14]=[CH:15][C:4]([OH:3])=[CH:5][C:6]2=1. (6) Given the reactants [F:1][C:2]1[C:3]([C:27]2[CH:32]=[CH:31][C:30]([NH:33][S:34]([CH3:37])(=[O:36])=[O:35])=[CH:29][CH:28]=2)=[C:4]2[C:14]3[C:9](=[CH:10][N:11]=[C:12]([O:15]C)[CH:13]=3)[N:8](S(C3C=CC(C)=CC=3)(=O)=O)[C:5]2=[N:6][CH:7]=1.Cl.C(OCC)(=O)C.C(=O)([O-])[O-].[K+].[K+], predict the reaction product. The product is: [F:1][C:2]1[C:3]([C:27]2[CH:32]=[CH:31][C:30]([NH:33][S:34]([CH3:37])(=[O:36])=[O:35])=[CH:29][CH:28]=2)=[C:4]2[C:14]3[C:9](=[CH:10][N:11]=[C:12]([OH:15])[CH:13]=3)[NH:8][C:5]2=[N:6][CH:7]=1. (7) Given the reactants Cl[C:2]1C=CC2SC=C(CN3CCN(C4SC(C(O)=O)=C(C)N=4)C3=O)C=2C=1.[C:27]1([CH2:37][N:38]2[CH2:42][CH2:41][N:40]([C:43]3[S:44][C:45]([C:49](O)=[O:50])=[C:46](C)[N:47]=3)[C:39]2=[O:52])[C:36]2[C:31](=[CH:32][CH:33]=[CH:34][CH:35]=2)[CH:30]=[CH:29][N:28]=1.[NH2:53][CH2:54][C:55]1[CH:56]=[N:57][CH:58]=[CH:59][CH:60]=1, predict the reaction product. The product is: [C:27]1([CH2:37][N:38]2[CH2:42][CH2:41][N:40]([C:43]3[SH:44]([CH3:2])[C:45]([C:49]([NH:53][CH2:54][C:55]4[CH:56]=[N:57][CH:58]=[CH:59][CH:60]=4)=[O:50])=[CH:46][N:47]=3)[C:39]2=[O:52])[C:36]2[C:31](=[CH:32][CH:33]=[CH:34][CH:35]=2)[CH:30]=[CH:29][N:28]=1.